This data is from Catalyst prediction with 721,799 reactions and 888 catalyst types from USPTO. The task is: Predict which catalyst facilitates the given reaction. (1) Reactant: Br[C:2]1[N:3]([CH3:19])[N:4]=[C:5]2[C:10]=1[CH2:9][CH2:8][CH2:7][N:6]2[C:11]1[CH:16]=[CH:15][C:14]([Cl:17])=[CH:13][C:12]=1[Cl:18].[CH2:20]([Li])CCC.IC. Product: [Cl:18][C:12]1[CH:13]=[C:14]([Cl:17])[CH:15]=[CH:16][C:11]=1[N:6]1[CH2:7][CH2:8][CH2:9][C:10]2=[C:2]([CH3:20])[N:3]([CH3:19])[N:4]=[C:5]12. The catalyst class is: 134. (2) Reactant: I[C:2]1[CH:3]=[CH:4][N:5]2[C:10]=1[C:9](=[O:11])[N:8]([C:12]1[CH:17]=[CH:16][CH:15]=[CH:14][CH:13]=1)[C:7]([C@@H:18]([NH:20][C:21](=[O:27])[O:22][C:23]([CH3:26])([CH3:25])[CH3:24])[CH3:19])=[N:6]2.[CH3:28][O:29][C:30]1[CH:31]=[C:32]([SH:36])[CH:33]=[CH:34][CH:35]=1.C(=O)([O-])[O-].[K+].[K+]. Product: [CH3:28][O:29][C:30]1[CH:31]=[C:32]([S:36][C:2]2[CH:3]=[CH:4][N:5]3[C:10]=2[C:9](=[O:11])[N:8]([C:12]2[CH:17]=[CH:16][CH:15]=[CH:14][CH:13]=2)[C:7]([C@@H:18]([NH:20][C:21](=[O:27])[O:22][C:23]([CH3:26])([CH3:25])[CH3:24])[CH3:19])=[N:6]3)[CH:33]=[CH:34][CH:35]=1. The catalyst class is: 205. (3) Reactant: [F:1][C:2]1[CH:36]=[CH:35][C:5]([CH2:6][O:7][C:8]2[CH:32]=[CH:31][C:11]([CH2:12][N:13]([C:24]([C:26]3[S:27][CH:28]=[CH:29][CH:30]=3)=[O:25])[CH2:14][CH2:15][NH:16]C(=O)OC(C)(C)C)=[CH:10][C:9]=2[O:33][CH3:34])=[CH:4][CH:3]=1.Cl. Product: [NH2:16][CH2:15][CH2:14][N:13]([CH2:12][C:11]1[CH:31]=[CH:32][C:8]([O:7][CH2:6][C:5]2[CH:4]=[CH:3][C:2]([F:1])=[CH:36][CH:35]=2)=[C:9]([O:33][CH3:34])[CH:10]=1)[C:24]([C:26]1[S:27][CH:28]=[CH:29][CH:30]=1)=[O:25]. The catalyst class is: 12. (4) Reactant: [OH:1][C:2]1[CH:3]=[C:4]([CH:9]=[CH:10][C:11]=1[N+:12]([O-:14])=[O:13])[C:5]([O:7][CH3:8])=[O:6].[H-].[Na+].I[CH2:18][CH3:19].O. Product: [CH2:18]([O:1][C:2]1[CH:3]=[C:4]([CH:9]=[CH:10][C:11]=1[N+:12]([O-:14])=[O:13])[C:5]([O:7][CH3:8])=[O:6])[CH3:19]. The catalyst class is: 3.